This data is from Reaction yield outcomes from USPTO patents with 853,638 reactions. The task is: Predict the reaction yield, written as a fraction of the theoretical maximum amount of product (1.0 means a 100% yield; for example, 0.34 means a 34% yield). (1) The reactants are [F:1][C:2]([F:17])([F:16])[C:3]1[CH:8]=[CH:7][C:6]([C:9]2[CH:10]=[CH:11][C:12]([NH2:15])=[N:13][CH:14]=2)=[CH:5][CH:4]=1.[CH2:18]1[C:23](=O)N(Br)[C:20](=O)[CH2:19]1.[C:26]([O-])(O)=O.[Na+].[C:31](#N)[CH3:32]. No catalyst specified. The product is [CH:32]1([C:11]2[C:12]3[N:13]([C:19]([C:18]#[CH:23])=[CH:20][N:15]=3)[CH:14]=[C:9]([C:6]3[CH:5]=[CH:4][C:3]([C:2]([F:1])([F:16])[F:17])=[CH:8][CH:7]=3)[CH:10]=2)[CH2:31][CH2:26]1. The yield is 0.710. (2) The reactants are [C:1]1([SH:7])[CH:6]=[CH:5][CH:4]=[CH:3][CH:2]=1.C(=O)([O-])[O-].[K+].[K+].F[C:15]1[CH:20]=[CH:19][C:18]([F:21])=[CH:17][C:16]=1[N+:22]([O-:24])=[O:23].O. The catalyst is C(#N)C.C(Cl)Cl. The product is [F:21][C:18]1[CH:19]=[CH:20][C:15]([S:7][C:1]2[CH:6]=[CH:5][CH:4]=[CH:3][CH:2]=2)=[C:16]([N+:22]([O-:24])=[O:23])[CH:17]=1. The yield is 0.990. (3) The reactants are Br[C:2]1[C:7]([NH2:8])=[CH:6][CH:5]=[C:4]([CH3:9])[N:3]=1.[C:10]1([C:16]#[CH:17])[CH:15]=[CH:14][CH:13]=[CH:12][CH:11]=1. The catalyst is C(N(CC)CC)C.[Cu]I.Cl[Pd](Cl)([P](C1C=CC=CC=1)(C1C=CC=CC=1)C1C=CC=CC=1)[P](C1C=CC=CC=1)(C1C=CC=CC=1)C1C=CC=CC=1. The product is [CH3:9][C:4]1[N:3]=[C:2]([C:17]#[C:16][C:10]2[CH:15]=[CH:14][CH:13]=[CH:12][CH:11]=2)[C:7]([NH2:8])=[CH:6][CH:5]=1. The yield is 0.470. (4) The reactants are F[P-](F)(F)(F)(F)F.N1(OC(N(C)C)=[N+](C)C)C2N=CC=CC=2N=N1.C(OC([NH:32][C:33]1([C:48]([OH:50])=O)[CH2:38][CH2:37][N:36]([C:39]2[C:40]3[CH:47]=[CH:46][NH:45][C:41]=3[N:42]=[CH:43][N:44]=2)[CH2:35][CH2:34]1)=O)(C)(C)C.[Cl:51][C:52]1[CH:57]=[CH:56][C:55]([CH:58]([CH:60]2[CH2:62][CH2:61]2)[NH2:59])=[CH:54][CH:53]=1.CCN(C(C)C)C(C)C. The catalyst is CC(N(C)C)=O. The product is [NH2:32][C:33]1([C:48]([NH:59][CH:58]([C:55]2[CH:54]=[CH:53][C:52]([Cl:51])=[CH:57][CH:56]=2)[CH:60]2[CH2:62][CH2:61]2)=[O:50])[CH2:34][CH2:35][N:36]([C:39]2[C:40]3[CH:47]=[CH:46][NH:45][C:41]=3[N:42]=[CH:43][N:44]=2)[CH2:37][CH2:38]1. The yield is 0.790. (5) The reactants are Br[C:2]1[CH:3]=[C:4]2[C:14](=[CH:15][CH:16]=1)[O:13][C:7]1([CH2:12][CH2:11][O:10][CH2:9][CH2:8]1)[CH2:6][C:5]2=[O:17].[C:18]([C:20]1[CH:21]=[C:22](B(O)O)[CH:23]=[CH:24][CH:25]=1)#[N:19].C([O-])([O-])=O.[Cs+].[Cs+]. The catalyst is O1CCOCC1.Cl[Pd](Cl)([P](C1C=CC=CC=1)(C1C=CC=CC=1)C1C=CC=CC=1)[P](C1C=CC=CC=1)(C1C=CC=CC=1)C1C=CC=CC=1. The product is [O:17]=[C:5]1[C:4]2[C:14](=[CH:15][CH:16]=[C:2]([C:24]3[CH:25]=[C:20]([CH:21]=[CH:22][CH:23]=3)[C:18]#[N:19])[CH:3]=2)[O:13][C:7]2([CH2:12][CH2:11][O:10][CH2:9][CH2:8]2)[CH2:6]1. The yield is 0.430.